From a dataset of CYP2C9 inhibition data for predicting drug metabolism from PubChem BioAssay. Regression/Classification. Given a drug SMILES string, predict its absorption, distribution, metabolism, or excretion properties. Task type varies by dataset: regression for continuous measurements (e.g., permeability, clearance, half-life) or binary classification for categorical outcomes (e.g., BBB penetration, CYP inhibition). Dataset: cyp2c9_veith. (1) The compound is CC(C)(C(=O)c1cccnc1)c1cccnc1. The result is 0 (non-inhibitor). (2) The molecule is O=C1C(=O)c2ccccc2C(O)=C1C(CCc1ccccc1)C1=C(O)c2ccccc2C(=O)C1=O. The result is 1 (inhibitor). (3) The compound is COc1ccc2c(OC)c3ccoc3nc2c1OC. The result is 0 (non-inhibitor). (4) The molecule is C(=Nc1cnc2ccccc2c1)c1ccc2ccccc2n1. The result is 0 (non-inhibitor). (5) The molecule is C[C@@H]1C[C@H]2[C@H]3C[C@@H](F)C4=CC(=O)C=C[C@]4(C)[C@@]3(Cl)[C@@H](O)C[C@@]2(C)[C@@H]1C(=O)COC(=O)C(C)(C)C. The result is 0 (non-inhibitor).